From a dataset of Reaction yield outcomes from USPTO patents with 853,638 reactions. Predict the reaction yield, written as a fraction of the theoretical maximum amount of product (1.0 means a 100% yield; for example, 0.34 means a 34% yield). (1) The reactants are [Cl:1][CH2:2][C:3]([NH:5][OH:6])=[NH:4].[C:7]([C:9]1[CH:10]=[C:11]([CH:15]=[CH:16][CH:17]=1)[C:12](Cl)=O)#[N:8].C(N(CC)CC)C. The catalyst is ClCCl. The product is [Cl:1][CH2:2][C:3]1[N:4]=[C:12]([C:11]2[CH:10]=[C:9]([CH:17]=[CH:16][CH:15]=2)[C:7]#[N:8])[O:6][N:5]=1. The yield is 0.430. (2) The product is [Cl:1][C:2]1[CH:7]=[CH:6][C:5]([C:8]2[CH:23]([C:22]3[CH:25]=[C:26]([N+:29]([O-:31])=[O:30])[C:27]([OH:28])=[C:20]([O:19][CH2:17][CH3:18])[CH:21]=3)[NH:32][C:33](=[O:34])[NH:35][C:9]=2[C:11]2[CH:16]=[CH:15][CH:14]=[CH:13][CH:12]=2)=[CH:4][CH:3]=1. The catalyst is CCO.CO.CCOC(C)=O. The yield is 0.0625. The reactants are [Cl:1][C:2]1[CH:7]=[CH:6][C:5]([CH2:8][C:9]([C:11]2[CH:16]=[CH:15][CH:14]=[CH:13][CH:12]=2)=O)=[CH:4][CH:3]=1.[CH2:17]([O:19][C:20]1[CH:21]=[C:22]([CH:25]=[C:26]([N+:29]([O-:31])=[O:30])[C:27]=1[OH:28])[CH:23]=O)[CH3:18].[NH2:32][C:33]([NH2:35])=[O:34].Cl. (3) The reactants are Cl[C:2]1[N:7]=[C:6]([N:8]2[CH2:13][CH2:12][O:11][CH2:10][CH2:9]2)[N:5]=[C:4]([N:14]2[C:18]3[CH:19]=[CH:20][CH:21]=[C:22]([O:23][CH3:24])[C:17]=3[N:16]=[C:15]2[CH:25]([F:27])[F:26])[N:3]=1.[NH:28]1[CH2:33][CH2:32][CH:31]([CH2:34][NH:35][C:36](=[O:42])[O:37][C:38]([CH3:41])([CH3:40])[CH3:39])[CH2:30][CH2:29]1. No catalyst specified. The product is [F:26][CH:25]([F:27])[C:15]1[N:14]([C:4]2[N:5]=[C:6]([N:8]3[CH2:13][CH2:12][O:11][CH2:10][CH2:9]3)[N:7]=[C:2]([N:28]3[CH2:33][CH2:32][CH:31]([CH2:34][NH:35][C:36](=[O:42])[O:37][C:38]([CH3:40])([CH3:39])[CH3:41])[CH2:30][CH2:29]3)[N:3]=2)[C:18]2[CH:19]=[CH:20][CH:21]=[C:22]([O:23][CH3:24])[C:17]=2[N:16]=1. The yield is 0.940. (4) The reactants are [Br:1][C:2]1[CH:3]=[C:4]2[C:8](=[C:9]([Cl:11])[CH:10]=1)[NH:7][C:6]([C:12]([OH:14])=O)=[CH:5]2.[F:15][B-](F)(F)F.N1(OC(N(C)C)=[N+](C)C)C2C=CC=CC=2N=N1.F[CH:38]1[CH2:43][CH:42]([F:44])[CH2:41][CH2:40][NH:39]1.C(N(CC)C(C)C)(C)C. The catalyst is CN(C)C=O. The product is [Br:1][C:2]1[CH:3]=[C:4]2[C:8](=[C:9]([Cl:11])[CH:10]=1)[NH:7][C:6]([C:12]([N:39]1[CH2:40][CH2:41][C:42]([F:44])([F:15])[CH2:43][CH2:38]1)=[O:14])=[CH:5]2. The yield is 0.890. (5) The reactants are [CH2:1]([O:8][C:9]1[CH:10]=[CH:11][CH:12]=[C:13]2[C:18]=1[N:17]=[C:16](Cl)[CH:15]=[CH:14]2)[C:2]1[CH:7]=[CH:6][CH:5]=[CH:4][CH:3]=1.[CH3:20][O:21][CH2:22][CH2:23][O:24][C:25]1[CH:30]=[CH:29][N:28]2[CH:31]=[CH:32][N:33]=[C:27]2[CH:26]=1.C([O-])([O-])=O.[K+].[K+].O1CCOCC1.O. The catalyst is C(Cl)Cl.C1C=CC([P]([Pd]([P](C2C=CC=CC=2)(C2C=CC=CC=2)C2C=CC=CC=2)([P](C2C=CC=CC=2)(C2C=CC=CC=2)C2C=CC=CC=2)[P](C2C=CC=CC=2)(C2C=CC=CC=2)C2C=CC=CC=2)(C2C=CC=CC=2)C2C=CC=CC=2)=CC=1.CC([O-])=O.CC([O-])=O.[Pd+2]. The product is [CH2:1]([O:8][C:9]1[CH:10]=[CH:11][CH:12]=[C:13]2[C:18]=1[N:17]=[C:16]([C:31]1[N:28]3[CH:29]=[CH:30][C:25]([O:24][CH2:23][CH2:22][O:21][CH3:20])=[CH:26][C:27]3=[N:33][CH:32]=1)[CH:15]=[CH:14]2)[C:2]1[CH:7]=[CH:6][CH:5]=[CH:4][CH:3]=1. The yield is 0.690. (6) The reactants are [N+:1]([C:4]1[CH:5]=[C:6](O)[CH:7]=[CH:8][CH:9]=1)([O-:3])=[O:2].ClC[C:13]1[O:17][C:16]([C:18]([O:20][CH3:21])=[O:19])=[CH:15][CH:14]=1.[C:22]([O-])([O-])=[O:23].[K+].[K+]. The catalyst is CC(C)=O.O. The product is [N+:1]([C:4]1[CH:5]=[CH:6][C:7]([O:23][CH2:22][C:14]2[CH:15]=[C:16]([C:18]([O:20][CH3:21])=[O:19])[O:17][CH:13]=2)=[CH:8][CH:9]=1)([O-:3])=[O:2]. The yield is 0.900.